This data is from Full USPTO retrosynthesis dataset with 1.9M reactions from patents (1976-2016). The task is: Predict the reactants needed to synthesize the given product. Given the product [C:44]([NH:40][C:38]1[CH:39]=[C:35]([C:33]([NH:32][C:8]2[CH:9]=[C:10]([C:11]([NH:13][C:14]3[CH:18]=[C:17]([C:19]([NH:21][CH2:22][CH2:23][CH2:24][N:25]4[CH2:30][CH2:29][O:28][CH2:27][CH2:26]4)=[O:20])[N:16]([CH3:31])[CH:15]=3)=[O:12])[N:6]([CH2:1][CH2:2][CH:3]([CH3:5])[CH3:4])[CH:7]=2)=[O:34])[N:36]([CH3:43])[CH:37]=1)(=[O:45])[CH3:46], predict the reactants needed to synthesize it. The reactants are: [CH2:1]([N:6]1[C:10]([C:11]([NH:13][C:14]2[CH:18]=[C:17]([C:19]([NH:21][CH2:22][CH2:23][CH2:24][N:25]3[CH2:30][CH2:29][O:28][CH2:27][CH2:26]3)=[O:20])[N:16]([CH3:31])[CH:15]=2)=[O:12])=[CH:9][C:8]([NH:32][C:33]([C:35]2[N:36]([CH3:43])[CH:37]=[C:38]([N+:40]([O-])=O)[CH:39]=2)=[O:34])=[CH:7]1)[CH2:2][CH:3]([CH3:5])[CH3:4].[C:44](O)([C:46](F)(F)F)=[O:45].